This data is from Experimentally validated miRNA-target interactions with 360,000+ pairs, plus equal number of negative samples. The task is: Binary Classification. Given a miRNA mature sequence and a target amino acid sequence, predict their likelihood of interaction. (1) The miRNA is hsa-miR-4684-5p with sequence CUCUCUACUGACUUGCAACAUA. Result: 0 (no interaction). The protein sequence of the target gene is MQRAGSSGARGECDISGAGRLRLEQAARLGGRTVHTSPGGGLGARQAAGMSAKERPKGKVIKDSVTLLPCFYFVELPILASSVVSLYFLELTDVFKPVHSGFSCYDRSLSMPYIEPTQEAIPFLMLLSLAFAGPAITIMVGEGILYCCLSKRRNGAGLEPNINAGGCNFNSFLRRAVRFVGVHVFGLCSTALITDIIQLSTGYQAPYFLTVCKPNYTSLNVSCKENSYIVEDICSGSDLTVINSGRKSFPSQHATLAAFAAVYVSMYFNSTLTDSSKLLKPLLVFTFIICGIICGLTRIT.... (2) The miRNA is hsa-miR-3140-3p with sequence AGCUUUUGGGAAUUCAGGUAGU. The protein sequence of the target gene is MRAGQQLASMLRWTRAWRLPREGLGPHGPSFARVPVAPSSSSGGRGGAEPRPLPLSYRLLDGEAALPAVVFLHGLFGSKTNFNSIAKILAQQTGRRVLTVDARNHGDSPHSPDMSYEIMSQDLQDLLPQLGLVPCVVVGHSMGGKTAMLLALQRPELVERLIAVDISPVESTGVSHFATYVAAMRAINIADELPRSRARKLADEQLSSVIQDMAVRQHLLTNLVEVDGRFVWRVNLDALTQHLDKILAFPQRQESYLGPTLFLLGGNSQFVHPSHHPEIMRLFPRAQMQTVPNAGHWIHA.... Result: 0 (no interaction). (3) The miRNA is hsa-miR-329-3p with sequence AACACACCUGGUUAACCUCUUU. The protein sequence of the target gene is MAYIQLEPLNEGFLSRISGLLLCRWTCRHCCQKCYESSCCQSSEDEVEILGPFPAQTPPWLMASRSSDKDGDSVHTASEVPLTPRTNSPDGRRSSSDTSKSTYSLTRRISSLESRRPSSPLIDIKPIEFGVLSAKKEPIQPSVLRRTYNPDDYFRKFEPHLYSLDSNSDDVDSLTDEEILSKYQLGMLHFSTQYDLLHNHLTVRVIEARDLPPPISHDGSRQDMAHSNPYVKICLLPDQKNSKQTGVKRKTQKPVFEERYTFEIPFLEAQRRTLLLTVVDFDKFSRHCVIGKVSVPLCEV.... Result: 1 (interaction). (4) The miRNA is hsa-miR-6754-3p with sequence UCUUCACCUGCCUCUGCCUGCA. The protein sequence of the target gene is MIGMLESLQHESDLLQHDQIHTGEKPYECNECRKTFSLKQNLVEHKKMHTGEKSHECTECGKVCSRVSSLTLHLRSHTGKKAYKCNKCGKAFSQKENFLSHQKHHTGEKPYECEKVSIQMPTIIRHQKNHTGTKPYACKECGKAFNGKAYLTEHEKIHTGEKPFECNQCGRAFSQKQYLIKHQNIHTGKKPFKCSECGKAFSQKENLIIHQRIHTGEKPYECKGCGKAFIQKSSLIRHQRSHTGEKPYTCKECGKAFSGKSNLTEHEKIHIGEKPYKCNECGTIFRQKQYLIKHHNIHTG.... Result: 1 (interaction).